From a dataset of Merck oncology drug combination screen with 23,052 pairs across 39 cell lines. Regression. Given two drug SMILES strings and cell line genomic features, predict the synergy score measuring deviation from expected non-interaction effect. (1) Drug 1: Cn1nnc2c(C(N)=O)ncn2c1=O. Drug 2: CCc1cnn2c(NCc3ccc[n+]([O-])c3)cc(N3CCCCC3CCO)nc12. Cell line: SKMEL30. Synergy scores: synergy=0.0844. (2) Drug 1: COc1cccc2c1C(=O)c1c(O)c3c(c(O)c1C2=O)CC(O)(C(=O)CO)CC3OC1CC(N)C(O)C(C)O1. Drug 2: NC(=O)c1cccc2cn(-c3ccc(C4CCCNC4)cc3)nc12. Cell line: OCUBM. Synergy scores: synergy=-1.37. (3) Drug 1: COC12C(COC(N)=O)C3=C(C(=O)C(C)=C(N)C3=O)N1CC1NC12. Drug 2: Cn1c(=O)n(-c2ccc(C(C)(C)C#N)cc2)c2c3cc(-c4cnc5ccccc5c4)ccc3ncc21. Cell line: ES2. Synergy scores: synergy=32.8. (4) Drug 1: CCN(CC)CCNC(=O)c1c(C)[nH]c(C=C2C(=O)Nc3ccc(F)cc32)c1C. Drug 2: NC1(c2ccc(-c3nc4ccn5c(=O)[nH]nc5c4cc3-c3ccccc3)cc2)CCC1. Cell line: OCUBM. Synergy scores: synergy=-3.29. (5) Drug 1: CCN(CC)CCNC(=O)c1c(C)[nH]c(C=C2C(=O)Nc3ccc(F)cc32)c1C. Drug 2: Cn1nnc2c(C(N)=O)ncn2c1=O. Cell line: UWB1289BRCA1. Synergy scores: synergy=1.47.